This data is from Forward reaction prediction with 1.9M reactions from USPTO patents (1976-2016). The task is: Predict the product of the given reaction. (1) The product is: [F:8][C:7]1[C:2]([Sn:18]([CH2:19][CH2:20][CH2:21][CH3:22])([CH2:23][CH2:24][CH2:25][CH3:26])[CH2:14][CH2:15][CH2:16][CH3:17])=[N:3][CH:4]=[CH:5][CH:6]=1. Given the reactants Br[C:2]1[C:7]([F:8])=[CH:6][CH:5]=[CH:4][N:3]=1.C([Li])CCC.[CH2:14]([Sn:18](Cl)([CH2:23][CH2:24][CH2:25][CH3:26])[CH2:19][CH2:20][CH2:21][CH3:22])[CH2:15][CH2:16][CH3:17], predict the reaction product. (2) Given the reactants [CH3:1][C@@H:2]([C@@H:5]([O:7][CH:8]1[CH2:13][CH2:12][CH2:11][CH2:10][O:9]1)[CH3:6])[CH2:3][OH:4].CCN(CC)CC.O.CCOCC, predict the reaction product. The product is: [CH3:1][C@@H:2]([C@@H:5]([O:7][CH:8]1[CH2:13][CH2:12][CH2:11][CH2:10][O:9]1)[CH3:6])[CH:3]=[O:4]. (3) Given the reactants C([O:5][C:6](=[O:24])[CH2:7][CH2:8][C:9]1[CH:22]=[CH:21][C:20]2[C:11](=[C:12]([NH2:23])[C:13]3[C:18]([N:19]=2)=[CH:17][CH:16]=[CH:15][CH:14]=3)[CH:10]=1)(C)(C)C.[F:25][C:26]([F:31])([F:30])[C:27]([OH:29])=[O:28], predict the reaction product. The product is: [NH2:23][C:12]1[C:13]2[C:18]([N:19]=[C:20]3[C:11]=1[CH:10]=[C:9]([CH2:8][CH2:7][C:6]([OH:24])=[O:5])[CH:22]=[CH:21]3)=[CH:17][CH:16]=[CH:15][CH:14]=2.[C:27]([OH:29])([C:26]([F:31])([F:30])[F:25])=[O:28]. (4) Given the reactants CC1C=CC=C(C)C=1[NH:9]C(=O)CN1CCN(CC(O)COC2CC3C(=CC=CC=3)C2)CC1.[CH:33]1([OH:38])[CH2:37][CH2:36][CH2:35][CH2:34]1.[CH2:39]1[C:47]2[C:42](=CC=CC=2)[CH2:41][CH:40]1O, predict the reaction product. The product is: [CH3:39][C:40]1[CH:41]=[CH:42][CH:47]=[C:35]([CH3:34])[C:36]=1[CH2:37][C:33]([NH2:9])=[O:38]. (5) Given the reactants [CH3:1][CH:2]1[C:10]2[CH:9]=[C:8]3[O:11][CH2:12][O:13][C:7]3=[CH:6][C:5]=2[C:4](=[O:14])[N:3]1[CH2:15][CH2:16][CH:17]1[CH2:22][CH2:21][N:20](C(OC(C)(C)C)=O)[CH2:19][CH2:18]1.C(O)C.[ClH:33], predict the reaction product. The product is: [ClH:33].[CH3:1][CH:2]1[C:10]2[CH:9]=[C:8]3[O:11][CH2:12][O:13][C:7]3=[CH:6][C:5]=2[C:4](=[O:14])[N:3]1[CH2:15][CH2:16][CH:17]1[CH2:22][CH2:21][NH:20][CH2:19][CH2:18]1. (6) Given the reactants [OH:1][CH2:2][CH2:3][N:4]([CH2:17][C:18]([F:21])([F:20])[F:19])[C:5]1[CH:12]=[CH:11][C:8]([C:9]#[N:10])=[C:7]([C:13]([F:16])([F:15])[F:14])[CH:6]=1.[CH3:22][C:23]1([CH3:37])[C:27]([CH3:29])([CH3:28])[O:26][B:25]([C:30]2[CH:35]=[CH:34][C:33](O)=[CH:32][CH:31]=2)[O:24]1, predict the reaction product. The product is: [CH3:28][C:27]1([CH3:29])[C:23]([CH3:22])([CH3:37])[O:24][B:25]([C:30]2[CH:35]=[CH:34][C:33]([O:1][CH2:2][CH2:3][N:4]([CH2:17][C:18]([F:19])([F:20])[F:21])[C:5]3[CH:12]=[CH:11][C:8]([C:9]#[N:10])=[C:7]([C:13]([F:15])([F:16])[F:14])[CH:6]=3)=[CH:32][CH:31]=2)[O:26]1. (7) Given the reactants [F:1][C:2]1[CH:3]=[C:4]2[C:8](=[CH:9][CH:10]=1)[NH:7][C:6](=[O:11])[CH2:5]2.[Li+].C[Si]([N-][Si](C)(C)C)(C)C.C1COCC1.O=[C:28]1[C:36]2[C:31](=[CH:32][C:33]([CH2:37][CH2:38][C:39]([OH:41])=[O:40])=[CH:34][CH:35]=2)[CH2:30][O:29]1.S(=O)(=O)(O)O, predict the reaction product. The product is: [F:1][C:2]1[CH:3]=[C:4]2[C:8](=[CH:9][CH:10]=1)[NH:7][C:6](=[O:11])[C:5]2=[C:28]1[C:36]2[C:31](=[CH:32][C:33]([CH2:37][CH2:38][C:39]([OH:41])=[O:40])=[CH:34][CH:35]=2)[CH2:30][O:29]1.